From a dataset of Catalyst prediction with 721,799 reactions and 888 catalyst types from USPTO. Predict which catalyst facilitates the given reaction. Reactant: [C:1]1([CH2:7][CH2:8][CH2:9][N:10]2[CH2:15][CH2:14][N:13]([CH2:16][CH2:17][C:18](=[O:24])[CH2:19][CH2:20][CH2:21][CH2:22][CH3:23])[CH2:12][CH2:11]2)[CH:6]=[CH:5][CH:4]=[CH:3][CH:2]=1.[BH4-].[Na+].CC(C)=O. Product: [C:1]1([CH2:7][CH2:8][CH2:9][N:10]2[CH2:11][CH2:12][N:13]([CH2:16][CH2:17][CH:18]([OH:24])[CH2:19][CH2:20][CH2:21][CH2:22][CH3:23])[CH2:14][CH2:15]2)[CH:2]=[CH:3][CH:4]=[CH:5][CH:6]=1. The catalyst class is: 8.